This data is from KCNQ2 potassium channel screen with 302,405 compounds. The task is: Binary Classification. Given a drug SMILES string, predict its activity (active/inactive) in a high-throughput screening assay against a specified biological target. (1) The compound is O=c1n(C2CCCCC2)cnc2c1cccc2. The result is 0 (inactive). (2) The molecule is S(=O)(=O)(NCC(=O)N(C(CC)C(=O)NCc1occc1)c1ccc(OC)cc1)c1ccccc1. The result is 0 (inactive).